From a dataset of HIV replication inhibition screening data with 41,000+ compounds from the AIDS Antiviral Screen. Binary Classification. Given a drug SMILES string, predict its activity (active/inactive) in a high-throughput screening assay against a specified biological target. (1) The drug is C[N+](C)(C)CC1CCCC1=NO.[I-]. The result is 0 (inactive). (2) The drug is CC1=C2CCC3(C)C(=CCC3O)C2(C)CCC1=O. The result is 0 (inactive). (3) The drug is Clc1cc2ncn(C3CCCO3)c2cc1Cl. The result is 0 (inactive). (4) The result is 0 (inactive). The compound is C[PH](C)(C)[Ir-3]1([PH](C)(C)C)([PH](C)(C)C)NC(CO)C(=O)[OH+]1.[Cl-]. (5) The drug is CC1=CC(=O)C(=Cn2c(=S)[nH]c3cc(C)ccc32)C(=O)O1. The result is 0 (inactive). (6) The molecule is Cn1c(=O)c2nc(NN)[nH]c2n(C)c1=O. The result is 0 (inactive). (7) The compound is COC(=O)c1c(C)cccc1C1CN=NC12Cc1ccccc1C2=O. The result is 1 (active). (8) The compound is C=CC(C)(C=Cc1ccc(O)cc1)CCC=C(C)C. The result is 0 (inactive).